Dataset: Full USPTO retrosynthesis dataset with 1.9M reactions from patents (1976-2016). Task: Predict the reactants needed to synthesize the given product. The reactants are: Cl[C:2]1[N:3]=[C:4]([NH:21][C:22]2[CH:30]=[C:29]3[C:25]([CH:26]=[N:27][NH:28]3)=[CH:24][CH:23]=2)[C:5]2[CH:10]=[CH:9][N:8]([S:11]([C:14]3[CH:20]=[CH:19][C:17]([CH3:18])=[CH:16][CH:15]=3)(=[O:13])=[O:12])[C:6]=2[N:7]=1.[NH2:31][C:32]1[CH:37]=[CH:36][C:35]([N:38]([CH3:42])[C:39](=[O:41])[CH3:40])=[CH:34][CH:33]=1.C[Si](Cl)(C)C. Given the product [NH:28]1[C:29]2[C:25](=[CH:24][CH:23]=[C:22]([NH:21][C:4]3[C:5]4[CH:10]=[CH:9][N:8]([S:11]([C:14]5[CH:20]=[CH:19][C:17]([CH3:18])=[CH:16][CH:15]=5)(=[O:13])=[O:12])[C:6]=4[N:7]=[C:2]([NH:31][C:32]4[CH:33]=[CH:34][C:35]([N:38]([CH3:42])[C:39](=[O:41])[CH3:40])=[CH:36][CH:37]=4)[N:3]=3)[CH:30]=2)[CH:26]=[N:27]1, predict the reactants needed to synthesize it.